This data is from Full USPTO retrosynthesis dataset with 1.9M reactions from patents (1976-2016). The task is: Predict the reactants needed to synthesize the given product. (1) Given the product [C:34]([C@@H:33]([NH:32][C:3](=[O:4])[CH:2]([OH:1])[C:6]1[CH:7]=[CH:8][C:9]([C:12]2[N:16]=[C:15]([C:17]3[O:21][N:20]=[C:19]([C:22]4[CH:23]=[CH:24][CH:25]=[CH:26][CH:27]=4)[C:18]=3[C:28]([F:30])([F:31])[F:29])[O:14][N:13]=2)=[CH:10][CH:11]=1)[CH3:36])#[N:35], predict the reactants needed to synthesize it. The reactants are: [OH:1][CH:2]([C:6]1[CH:11]=[CH:10][C:9]([C:12]2[N:16]=[C:15]([C:17]3[O:21][N:20]=[C:19]([C:22]4[CH:27]=[CH:26][CH:25]=[CH:24][CH:23]=4)[C:18]=3[C:28]([F:31])([F:30])[F:29])[O:14][N:13]=2)=[CH:8][CH:7]=1)[C:3](O)=[O:4].[NH2:32][C@@H:33]([CH3:36])[C:34]#[N:35].CN1CCOCC1.CN(C(ON1N=NC2C=CC=NC1=2)=[N+](C)C)C.F[P-](F)(F)(F)(F)F. (2) Given the product [O:12]=[C:13]([CH2:19][CH2:20][CH2:21][CH2:22][CH2:23][CH3:24])[CH2:14][CH2:15][C:16]([O:18][CH2:1][CH3:6])=[O:17], predict the reactants needed to synthesize it. The reactants are: [CH:1]1C=C[NH+]=C[CH:6]=1.[O-][Cr](Cl)(=O)=O.[OH:12][CH:13]([CH2:19][CH2:20][CH2:21][CH2:22][CH2:23][CH3:24])[CH2:14][CH2:15][C:16]([OH:18])=[O:17].Cl. (3) Given the product [Br-:17].[CH2:11]([C:27]1[C:26]2[C:21](=[CH:22][CH:23]=[CH:24][CH:25]=2)[CH:20]=[C:19]([CH3:18])[C:28]=1[N+:3]1[C:2]([Cl:1])=[C:6]([Cl:7])[NH:5][CH:4]=1)[CH2:12][CH2:13][CH3:14], predict the reactants needed to synthesize it. The reactants are: [Cl:1][C:2]1[N:3]=[CH:4][NH:5][C:6]=1[Cl:7].[OH-].[K+].I[CH2:11][CH2:12][CH2:13][CH3:14].[K+].[Br-].[Br:17][CH2:18][C:19]1[CH:28]=[CH:27][C:26]2[C:21](=[CH:22][CH:23]=[CH:24][CH:25]=2)[CH:20]=1.